From a dataset of Forward reaction prediction with 1.9M reactions from USPTO patents (1976-2016). Predict the product of the given reaction. (1) Given the reactants [CH3:1][O:2][C:3]1[CH:4]=[C:5]([C:11]2[CH:12]=[C:13]3[NH:19][N:18]=[C:17]([I:20])[C:14]3=[N:15][CH:16]=2)[CH:6]=[C:7]([O:9][CH3:10])[CH:8]=1.[O:21]1[CH:26]=[CH:25][CH2:24][CH2:23][CH2:22]1.CS(O)(=O)=O, predict the reaction product. The product is: [CH3:10][O:9][C:7]1[CH:6]=[C:5]([C:11]2[CH:12]=[C:13]3[N:19]([CH:22]4[CH2:23][CH2:24][CH2:25][CH2:26][O:21]4)[N:18]=[C:17]([I:20])[C:14]3=[N:15][CH:16]=2)[CH:4]=[C:3]([O:2][CH3:1])[CH:8]=1. (2) Given the reactants [F:1][C:2]1[CH:3]=[C:4]([Mg]Br)[CH:5]=[C:6]([F:8])[CH:7]=1.Cl[C:12]1[CH:17]=[C:16]([Cl:18])[C:15]([C:19]([O:21][CH2:22][CH3:23])=[O:20])=[CH:14][N:13]=1.O.C(OCC)(=O)C, predict the reaction product. The product is: [Cl:18][C:16]1[C:15]([C:19]([O:21][CH2:22][CH3:23])=[O:20])=[CH:14][N:13]=[C:12]([C:4]2[CH:3]=[C:2]([F:1])[CH:7]=[C:6]([F:8])[CH:5]=2)[CH:17]=1. (3) Given the reactants [NH2:1][C:2]1[C:7]([C:8]2[CH:13]=[CH:12][C:11]([F:14])=[CH:10][CH:9]=2)=[CH:6][C:5]([C:15]([O:17][CH3:18])=[O:16])=[CH:4][C:3]=1[NH:19][CH2:20][C:21]([OH:24])([CH3:23])[CH3:22].C(N(CC)CC)C.Cl[C:33](Cl)([O:35]C(=O)OC(Cl)(Cl)Cl)Cl, predict the reaction product. The product is: [F:14][C:11]1[CH:12]=[CH:13][C:8]([C:7]2[C:2]3[NH:1][C:33](=[O:35])[N:19]([CH2:20][C:21]([OH:24])([CH3:22])[CH3:23])[C:3]=3[CH:4]=[C:5]([C:15]([O:17][CH3:18])=[O:16])[CH:6]=2)=[CH:9][CH:10]=1. (4) Given the reactants [C-:1]#[N:2].[K+].[Br:4][C:5]1[CH:6]=[N:7][CH:8]=[C:9]([CH2:11]Cl)[CH:10]=1, predict the reaction product. The product is: [Br:4][C:5]1[CH:10]=[C:9]([CH2:11][C:1]#[N:2])[CH:8]=[N:7][CH:6]=1.